This data is from HIV replication inhibition screening data with 41,000+ compounds from the AIDS Antiviral Screen. The task is: Binary Classification. Given a drug SMILES string, predict its activity (active/inactive) in a high-throughput screening assay against a specified biological target. (1) The molecule is CN(C)c1ccc(C=C(C#N)c2ccc([N+](=O)[O-])cc2)c(Cl)c1. The result is 0 (inactive). (2) The drug is Cc1ccc(S(=O)(=O)NN=C2CC3C4C=CC3C2C4)cc1. The result is 0 (inactive). (3) The compound is CCOP(C)(=O)C(N)Cc1ccc(OC)c(OC)c1.O=C(O)C(=O)O. The result is 0 (inactive). (4) The molecule is Cc1ccc(S(=O)(=O)OC2CSS(=O)CC2OS(=O)(=O)c2ccc(C)cc2)cc1. The result is 0 (inactive). (5) The drug is COc1ccc(C(O)c2ccc3c(c2)OCO3)cc1. The result is 0 (inactive). (6) The compound is CC1CN=C(Nc2cccc(C(F)(F)F)c2)S1. The result is 0 (inactive). (7) The drug is O=C(C=CC(=O)c1cccs1)c1cccs1. The result is 0 (inactive).